Dataset: Full USPTO retrosynthesis dataset with 1.9M reactions from patents (1976-2016). Task: Predict the reactants needed to synthesize the given product. (1) Given the product [O:1]1[CH:5]=[CH:4][N:3]=[C:2]1[C:6]1[CH:20]=[CH:19][C:9]([O:10][C:11]2[CH:18]=[CH:17][C:14]([CH2:15][N:25]3[CH2:26][C@@H:21]4[CH2:27][C@H:24]3[CH2:23][N:22]4[CH2:28][C:29]3[CH:38]=[CH:37][C:32]([C:33]([O:35][CH3:36])=[O:34])=[CH:31][CH:30]=3)=[CH:13][CH:12]=2)=[CH:8][CH:7]=1, predict the reactants needed to synthesize it. The reactants are: [O:1]1[CH:5]=[CH:4][N:3]=[C:2]1[C:6]1[CH:20]=[CH:19][C:9]([O:10][C:11]2[CH:18]=[CH:17][C:14]([CH:15]=O)=[CH:13][CH:12]=2)=[CH:8][CH:7]=1.[C@H:21]12[CH2:27][C@H:24]([NH:25][CH2:26]1)[CH2:23][N:22]2[CH2:28][C:29]1[CH:38]=[CH:37][C:32]([C:33]([O:35][CH3:36])=[O:34])=[CH:31][CH:30]=1.C(O[BH-](OC(=O)C)OC(=O)C)(=O)C.[Na+].[OH-].[Na+]. (2) Given the product [CH3:30][O:29][C:26]1[CH:25]=[CH:24][C:23]([C:21]([C:18]2[CH:19]=[CH:20][C:15]([O:14][CH3:13])=[CH:16][CH:17]=2)=[C:5]2[C:6]3[C:11](=[CH:10][CH:9]=[CH:8][CH:7]=3)[NH:3][C:4]2=[O:12])=[CH:28][CH:27]=1, predict the reactants needed to synthesize it. The reactants are: [H-].[Na+].[NH:3]1[C:11]2[C:6](=[CH:7][CH:8]=[CH:9][CH:10]=2)[CH2:5][C:4]1=[O:12].[CH3:13][O:14][C:15]1[CH:20]=[CH:19][C:18]([C:21]([C:23]2[CH:28]=[CH:27][C:26]([O:29][CH3:30])=[CH:25][CH:24]=2)=O)=[CH:17][CH:16]=1.O. (3) Given the product [C:1]([O:5][C:6](=[O:30])[C:7]1[CH:12]=[CH:11][C:10]([C:13](=[O:28])[CH2:14][C:15]([CH:37]([N:38]=[C:39]([C:46]2[CH:47]=[CH:48][CH:49]=[CH:50][CH:51]=2)[C:40]2[CH:41]=[CH:42][CH:43]=[CH:44][CH:45]=2)[C:36]([O:35][C:31]([CH3:34])([CH3:33])[CH3:32])=[O:52])([C:20]2[CH:25]=[C:24]([Cl:26])[CH:23]=[C:22]([Cl:27])[CH:21]=2)[C:16]([F:17])([F:19])[F:18])=[CH:9][C:8]=1[CH3:29])([CH3:4])([CH3:3])[CH3:2], predict the reactants needed to synthesize it. The reactants are: [C:1]([O:5][C:6](=[O:30])[C:7]1[CH:12]=[CH:11][C:10]([C:13](=[O:28])/[CH:14]=[C:15](\[C:20]2[CH:25]=[C:24]([Cl:26])[CH:23]=[C:22]([Cl:27])[CH:21]=2)/[C:16]([F:19])([F:18])[F:17])=[CH:9][C:8]=1[CH3:29])([CH3:4])([CH3:3])[CH3:2].[C:31]([O:35][C:36](=[O:52])[CH2:37][N:38]=[C:39]([C:46]1[CH:51]=[CH:50][CH:49]=[CH:48][CH:47]=1)[C:40]1[CH:45]=[CH:44][CH:43]=[CH:42][CH:41]=1)([CH3:34])([CH3:33])[CH3:32].[OH-].[K+].O. (4) Given the product [F:15][C:2]([F:1])([F:14])[O:3][C:4]1[CH:5]=[CH:6][C:7]([C:10]([O-:12])=[O:11])=[N:8][CH:9]=1.[K+:17], predict the reactants needed to synthesize it. The reactants are: [F:1][C:2]([F:15])([F:14])[O:3][C:4]1[CH:5]=[CH:6][C:7]([C:10]([O:12]C)=[O:11])=[N:8][CH:9]=1.[OH-].[K+:17].CO. (5) Given the product [CH:15]12[CH2:14][CH:13]([CH2:16][CH2:17]1)[CH2:12][CH:11]2[C:4]1[CH:9]=[CH:8][C:7](=[C:6]([CH3:5])[CH3:1])[CH:10]=1, predict the reactants needed to synthesize it. The reactants are: [CH3:1][O-].[Na+].[C:4]12([C:11]3[CH2:15][CH:14]=[CH:13][CH:12]=3)[CH2:10][CH:7]([CH2:8][CH2:9]1)[CH2:6][CH2:5]2.[CH3:16][C:17](C)=O.O. (6) Given the product [NH3:9].[CH2:1]([O:8][NH:9][C:10](=[O:30])[CH2:11][C@H:12]([C:22]1[O:23][CH:24]=[C:25]([C:27]([N:44]([CH3:45])[CH3:43])=[O:29])[N:26]=1)[CH2:13][CH2:14][CH2:15][CH:16]1[CH2:21][CH2:20][CH2:19][CH2:18][CH2:17]1)[C:2]1[CH:7]=[CH:6][CH:5]=[CH:4][CH:3]=1, predict the reactants needed to synthesize it. The reactants are: [CH2:1]([O:8][NH:9][C:10](=[O:30])[CH2:11][C@H:12]([C:22]1[O:23][CH:24]=[C:25]([C:27]([OH:29])=O)[N:26]=1)[CH2:13][CH2:14][CH2:15][CH:16]1[CH2:21][CH2:20][CH2:19][CH2:18][CH2:17]1)[C:2]1[CH:7]=[CH:6][CH:5]=[CH:4][CH:3]=1.O.ON1C2C=CC=CC=2N=N1.Cl.[CH3:43][NH:44][CH3:45].CN1CCOCC1.Cl.CN(C)CCCN=C=NCC. (7) Given the product [Cl:1][C:2]1[CH:3]=[CH:4][C:5]([O:24][CH2:25][C:26]2[CH:31]=[CH:30][C:29]([Cl:32])=[CH:28][C:27]=2[F:33])=[C:6]([CH:23]=1)[CH2:7][N:8]1[C:16]2[CH:15]=[CH:14][CH:13]=[C:12]([C:17]([O-:19])=[O:18])[C:11]=2[C:10]([CH2:21][OH:22])=[CH:9]1.[Na+:35], predict the reactants needed to synthesize it. The reactants are: [Cl:1][C:2]1[CH:3]=[CH:4][C:5]([O:24][CH2:25][C:26]2[CH:31]=[CH:30][C:29]([Cl:32])=[CH:28][C:27]=2[F:33])=[C:6]([CH:23]=1)[CH2:7][N:8]1[C:16]2[CH:15]=[CH:14][CH:13]=[C:12]([C:17]([O:19]C)=[O:18])[C:11]=2[C:10]([CH2:21][OH:22])=[CH:9]1.[OH-].[Na+:35].O. (8) Given the product [CH3:22][O:21][C:17]1[CH:18]=[CH:19][C:20]2[N:15]([N:14]=[C:38]([C:39]3[CH:44]=[CH:43][CH:42]=[CH:41][C:40]=3[C:45]([F:48])([F:46])[F:47])[C:37]=2[C:36]([C:49]2[N:54]=[C:53]([C:55]([O:57][CH3:58])=[O:56])[CH:52]=[CH:51][CH:50]=2)=[O:35])[CH:16]=1, predict the reactants needed to synthesize it. The reactants are: CC1C=C(C)C=C(C)C=1S([O-])(=O)=O.[NH2:14][N+:15]1[CH:20]=[CH:19][CH:18]=[C:17]([O:21][CH3:22])[CH:16]=1.C(=O)([O-])[O-].[K+].[K+].O1CCOCC1.[O:35]=[C:36]([C:49]1[N:54]=[C:53]([C:55]([O:57][CH3:58])=[O:56])[CH:52]=[CH:51][CH:50]=1)[C:37]#[C:38][C:39]1[CH:44]=[CH:43][CH:42]=[CH:41][C:40]=1[C:45]([F:48])([F:47])[F:46].